Dataset: NCI-60 drug combinations with 297,098 pairs across 59 cell lines. Task: Regression. Given two drug SMILES strings and cell line genomic features, predict the synergy score measuring deviation from expected non-interaction effect. (1) Drug 1: COC1=C(C=C2C(=C1)N=CN=C2NC3=CC(=C(C=C3)F)Cl)OCCCN4CCOCC4. Drug 2: C1=C(C(=O)NC(=O)N1)F. Cell line: TK-10. Synergy scores: CSS=47.1, Synergy_ZIP=-0.949, Synergy_Bliss=-1.46, Synergy_Loewe=8.67, Synergy_HSA=9.87. (2) Drug 1: CC(CN1CC(=O)NC(=O)C1)N2CC(=O)NC(=O)C2. Drug 2: CC1=C(C=C(C=C1)C(=O)NC2=CC(=CC(=C2)C(F)(F)F)N3C=C(N=C3)C)NC4=NC=CC(=N4)C5=CN=CC=C5. Cell line: U251. Synergy scores: CSS=25.0, Synergy_ZIP=-4.55, Synergy_Bliss=-1.23, Synergy_Loewe=-2.22, Synergy_HSA=-2.79. (3) Drug 1: CN(C)C1=NC(=NC(=N1)N(C)C)N(C)C. Drug 2: CC1=C(C(CCC1)(C)C)C=CC(=CC=CC(=CC(=O)O)C)C. Cell line: HL-60(TB). Synergy scores: CSS=5.02, Synergy_ZIP=-11.8, Synergy_Bliss=-25.0, Synergy_Loewe=-37.4, Synergy_HSA=-27.5. (4) Drug 1: CN1C2=C(C=C(C=C2)N(CCCl)CCCl)N=C1CCCC(=O)O.Cl. Drug 2: CC12CCC3C(C1CCC2OP(=O)(O)O)CCC4=C3C=CC(=C4)OC(=O)N(CCCl)CCCl.[Na+]. Cell line: A498. Synergy scores: CSS=2.93, Synergy_ZIP=-2.64, Synergy_Bliss=-5.63, Synergy_Loewe=-3.27, Synergy_HSA=-4.34. (5) Drug 1: CCC1(CC2CC(C3=C(CCN(C2)C1)C4=CC=CC=C4N3)(C5=C(C=C6C(=C5)C78CCN9C7C(C=CC9)(C(C(C8N6C=O)(C(=O)OC)O)OC(=O)C)CC)OC)C(=O)OC)O.OS(=O)(=O)O. Drug 2: CC1=C(C(=CC=C1)Cl)NC(=O)C2=CN=C(S2)NC3=CC(=NC(=N3)C)N4CCN(CC4)CCO. Cell line: HCT-15. Synergy scores: CSS=5.56, Synergy_ZIP=0.165, Synergy_Bliss=5.11, Synergy_Loewe=-3.25, Synergy_HSA=-3.07. (6) Drug 1: C1=CC(=CC=C1C#N)C(C2=CC=C(C=C2)C#N)N3C=NC=N3. Drug 2: C1C(C(OC1N2C=NC(=NC2=O)N)CO)O. Cell line: RXF 393. Synergy scores: CSS=3.52, Synergy_ZIP=-1.81, Synergy_Bliss=-0.910, Synergy_Loewe=-2.06, Synergy_HSA=-0.602. (7) Drug 1: CC12CCC3C(C1CCC2=O)CC(=C)C4=CC(=O)C=CC34C. Drug 2: CCC1(C2=C(COC1=O)C(=O)N3CC4=CC5=C(C=CC(=C5CN(C)C)O)N=C4C3=C2)O.Cl. Cell line: PC-3. Synergy scores: CSS=47.5, Synergy_ZIP=-6.31, Synergy_Bliss=-2.69, Synergy_Loewe=-1.54, Synergy_HSA=-0.851. (8) Drug 1: CC1OCC2C(O1)C(C(C(O2)OC3C4COC(=O)C4C(C5=CC6=C(C=C35)OCO6)C7=CC(=C(C(=C7)OC)O)OC)O)O. Drug 2: C1C(C(OC1N2C=NC3=C2NC=NCC3O)CO)O. Cell line: LOX IMVI. Synergy scores: CSS=21.2, Synergy_ZIP=-16.0, Synergy_Bliss=-8.38, Synergy_Loewe=-10.0, Synergy_HSA=-4.35. (9) Drug 1: C1=NC2=C(N=C(N=C2N1C3C(C(C(O3)CO)O)O)F)N. Drug 2: C1CN1C2=NC(=NC(=N2)N3CC3)N4CC4. Cell line: CAKI-1. Synergy scores: CSS=53.5, Synergy_ZIP=0.255, Synergy_Bliss=3.15, Synergy_Loewe=-9.03, Synergy_HSA=5.07. (10) Drug 1: C1CC(=O)NC(=O)C1N2CC3=C(C2=O)C=CC=C3N. Drug 2: COC1=C(C=C2C(=C1)N=CN=C2NC3=CC(=C(C=C3)F)Cl)OCCCN4CCOCC4. Cell line: UO-31. Synergy scores: CSS=26.1, Synergy_ZIP=-7.32, Synergy_Bliss=-2.99, Synergy_Loewe=-14.7, Synergy_HSA=-3.21.